From a dataset of Peptide-MHC class I binding affinity with 185,985 pairs from IEDB/IMGT. Regression. Given a peptide amino acid sequence and an MHC pseudo amino acid sequence, predict their binding affinity value. This is MHC class I binding data. (1) The peptide sequence is TYSPALNKM. The MHC is HLA-A11:01 with pseudo-sequence HLA-A11:01. The binding affinity (normalized) is 0.0847. (2) The peptide sequence is NELGYSGYF. The MHC is HLA-B57:01 with pseudo-sequence HLA-B57:01. The binding affinity (normalized) is 0.0847. (3) The peptide sequence is YRPLEACYN. The MHC is Mamu-B08 with pseudo-sequence Mamu-B08. The binding affinity (normalized) is 0.